From a dataset of Forward reaction prediction with 1.9M reactions from USPTO patents (1976-2016). Predict the product of the given reaction. (1) Given the reactants CC1(C)O[C@H](CN2C=CC(N[C:14](=[O:35])[C@@H:15]([N:20]3[CH2:24][C:23]([O:25][C:26]4[CH:31]=[CH:30][CH:29]=[C:28](Br)[C:27]=4[F:33])=[CH:22][C:21]3=[O:34])[CH2:16][CH:17]([CH3:19])[CH3:18])=N2)CO1.[C:37]1(P(C2C=CC=CC=2)C2C=CC3C(=CC=CC=3)C=2C2C3C(=CC=CC=3)C=CC=2P(C2C=CC=CC=2)C2C=CC=CC=2)C=CC=CC=1.[C:83](=[O:86])([O-])[O-].[Cs+].[Cs+].[NH:89]1[CH2:93][CH2:92][CH2:91][CH2:90]1, predict the reaction product. The product is: [CH2:83]([O:86][C:14](=[O:35])[C@@H:15]([N:20]1[CH2:24][C:23]([O:25][C:26]2[CH:31]=[CH:30][CH:29]=[C:28]([N:89]3[CH2:93][CH2:92][CH2:91][CH2:90]3)[C:27]=2[F:33])=[CH:22][C:21]1=[O:34])[CH2:16][CH:17]([CH3:18])[CH3:19])[CH3:37]. (2) Given the reactants Cl.Cl.[NH2:3][CH2:4][CH2:5][N:6]1[C:14]2[C:13]([NH:15][C:16]3[CH:21]=[CH:20][C:19]([O:22][C:23]4[C:28]5[CH:29]=[N:30][S:31][C:27]=5[CH:26]=[CH:25][CH:24]=4)=[C:18]([Cl:32])[CH:17]=3)=[N:12][CH:11]=[N:10][C:9]=2[CH:8]=[CH:7]1.[N:33]([CH3:36])=[C:34]=[O:35].C(N(CC)CC)C.CN(C)C=O, predict the reaction product. The product is: [S:31]1[C:27]2[CH:26]=[CH:25][CH:24]=[C:23]([O:22][C:19]3[CH:20]=[CH:21][C:16]([NH:15][C:13]4[C:14]5[N:6]([CH2:5][CH2:4][NH:3][C:34]([NH:33][CH3:36])=[O:35])[CH:7]=[CH:8][C:9]=5[N:10]=[CH:11][N:12]=4)=[CH:17][C:18]=3[Cl:32])[C:28]=2[CH:29]=[N:30]1. (3) Given the reactants F[C:2]1[CH:7]=[CH:6][C:5]([C:8]2[O:9][C:10]3[CH:16]=[CH:15][CH:14]=[CH:13][C:11]=3[N:12]=2)=CC=1[N+]([O-])=O.[O:20]1CCC(CN)[CH2:22][CH2:21]1.C(N(CC)CC)C.[H][H], predict the reaction product. The product is: [O:20]1[CH2:2][CH2:7][CH:6]([CH2:5][C:8]2[O:9][C:10]3[CH:16]=[CH:15][CH:14]=[CH:13][C:11]=3[N:12]=2)[CH2:22][CH2:21]1. (4) Given the reactants [CH3:1][N:2]([CH2:4][C:5]1[C:9]([C:10]2[CH:15]=[CH:14][C:13]([N+:16]([O-:18])=[O:17])=[CH:12][CH:11]=2)=[CH:8][N:7]([NH:19][C:20]([NH:22][C:23]2[N:24]=[N:25][C:26]([O:29][CH3:30])=[CH:27][CH:28]=2)=[O:21])[C:6]=1[C:31]([O:33]CC)=O)[CH3:3].C[O-].[Na+], predict the reaction product. The product is: [CH3:3][N:2]([CH2:4][C:5]1[C:9]([C:10]2[CH:15]=[CH:14][C:13]([N+:16]([O-:18])=[O:17])=[CH:12][CH:11]=2)=[CH:8][N:7]2[C:6]=1[C:31](=[O:33])[N:22]([C:23]1[N:24]=[N:25][C:26]([O:29][CH3:30])=[CH:27][CH:28]=1)[C:20](=[O:21])[NH:19]2)[CH3:1]. (5) Given the reactants [F:1][C:2]1[CH:3]=[C:4](B2OCC(C)(C)CO2)[CH:5]=[C:6]([N+:8]([O-:10])=[O:9])[CH:7]=1.Br[C:20]1[CH:27]=[CH:26][CH:25]=[CH:24][C:21]=1[C:22]#[N:23], predict the reaction product. The product is: [F:1][C:2]1[CH:3]=[C:4]([C:20]2[C:21]([C:22]#[N:23])=[CH:24][CH:25]=[CH:26][CH:27]=2)[CH:5]=[C:6]([N+:8]([O-:10])=[O:9])[CH:7]=1. (6) Given the reactants [CH:1]1([C:5]2O[C:17](=[O:19])[C:16]3[C:15](=[O:20])[C:14]4[CH:13]=[CH:12][CH:11]=[CH:10][C:9]=4[NH:8][C:7]=3[CH:6]=2)[CH2:4][CH2:3][CH2:2]1.[NH2:21][N:22]1[CH2:26][CH2:25][CH2:24][CH2:23]1, predict the reaction product. The product is: [CH:1]1([C:5]2[N:21]([N:22]3[CH2:26][CH2:25][CH2:24][CH2:23]3)[C:17](=[O:19])[C:16]3[C:15](=[O:20])[C:14]4[CH:13]=[CH:12][CH:11]=[CH:10][C:9]=4[NH:8][C:7]=3[CH:6]=2)[CH2:2][CH2:3][CH2:4]1. (7) Given the reactants C(NC(C)C)(C)C.C([Li])CCC.[CH2:13]([CH:15]([CH2:19][CH3:20])[CH2:16][C:17]#[N:18])[CH3:14].[C:21](OCC)(=[O:24])[CH2:22][CH3:23], predict the reaction product. The product is: [C:17]([CH:16]([CH:15]([CH2:19][CH3:20])[CH2:13][CH3:14])[C:21](=[O:24])[CH2:22][CH3:23])#[N:18]. (8) Given the reactants [CH2:1]([O:3][C:4]([CH3:9])([CH3:8])[C:5](O)=[O:6])[CH3:2].C(Cl)CCl.C1C=CC2N(O)N=[N:20]C=2C=1.[NH4+].[OH-], predict the reaction product. The product is: [CH2:1]([O:3][C:4]([CH3:9])([CH3:8])[C:5]([NH2:20])=[O:6])[CH3:2].